Dataset: Catalyst prediction with 721,799 reactions and 888 catalyst types from USPTO. Task: Predict which catalyst facilitates the given reaction. (1) Reactant: [NH2:1][C:2]1[NH:6][N:5]=[C:4]([CH3:7])[C:3]=1[C:8]1[S:9][C:10]2[CH:16]=[C:15]([S:17](Cl)(=[O:19])=[O:18])[CH:14]=[CH:13][C:11]=2[N:12]=1.[CH2:21]([NH2:29])[CH2:22][C:23]1[CH:28]=[CH:27][CH:26]=[CH:25][CH:24]=1.CN1CCOCC1. Product: [CH2:21]([NH:29][S:17]([C:15]1[CH:14]=[CH:13][C:11]2[N:12]=[C:8]([C:3]3[C:4]([CH3:7])=[N:5][NH:6][C:2]=3[NH2:1])[S:9][C:10]=2[CH:16]=1)(=[O:19])=[O:18])[CH2:22][C:23]1[CH:28]=[CH:27][CH:26]=[CH:25][CH:24]=1. The catalyst class is: 5. (2) Reactant: [NH2:1][C:2]1[CH:3]=[C:4]([O:8][CH2:9][C@H:10]2[O:12][CH2:11]2)[CH:5]=[CH:6][CH:7]=1.C(N(C(C)C)CC)(C)C.[CH3:22][S:23](Cl)(=[O:25])=[O:24]. Product: [CH3:22][S:23]([NH:1][C:2]1[CH:3]=[C:4]([O:8][CH2:9][C@H:10]2[O:12][CH2:11]2)[CH:5]=[CH:6][CH:7]=1)(=[O:25])=[O:24]. The catalyst class is: 2. (3) Reactant: [CH:1]([O:4][C:5]1[CH:13]=[CH:12][CH:11]=[CH:10][C:6]=1[C:7](Cl)=[O:8])([CH3:3])[CH3:2].[NH2:14][C:15]1[CH:16]=[CH:17][C:18]([N+:25]([O-:27])=[O:26])=[C:19]([C:21]([F:24])([F:23])[F:22])[CH:20]=1.C(N(CC)CC)C. Product: [CH:1]([O:4][C:5]1[CH:13]=[CH:12][CH:11]=[CH:10][C:6]=1[C:7]([NH:14][C:15]1[CH:16]=[CH:17][C:18]([N+:25]([O-:27])=[O:26])=[C:19]([C:21]([F:22])([F:23])[F:24])[CH:20]=1)=[O:8])([CH3:3])[CH3:2]. The catalyst class is: 4. (4) Reactant: [CH3:1][O:2][C:3]([C:5]1[CH:13]=[C:12]2[C:8]([C:9]([CH:21]3[CH2:26][CH2:25][CH2:24][CH2:23][CH2:22]3)=[C:10](Br)[N:11]2[CH2:14][CH2:15][O:16][CH2:17][O:18][CH3:19])=[CH:7][CH:6]=1)=[O:4].CC1(C)C(C)(C)OB([C:35]2[CH:36]=[CH:37][CH:38]=[C:39]3[C:43]=2[NH:42][CH:41]=[CH:40]3)O1.C([O-])(O)=O.[Na+]. Product: [CH3:1][O:2][C:3]([C:5]1[CH:13]=[C:12]2[C:8]([C:9]([CH:21]3[CH2:26][CH2:25][CH2:24][CH2:23][CH2:22]3)=[C:10]([C:35]3[CH:36]=[CH:37][CH:38]=[C:39]4[C:43]=3[NH:42][CH:41]=[CH:40]4)[N:11]2[CH2:14][CH2:15][O:16][CH2:17][O:18][CH3:19])=[CH:7][CH:6]=1)=[O:4]. The catalyst class is: 455. (5) Reactant: [F:1][C:2]1[C:3](F)=[C:4]2[O:9][CH2:8][C@H:7]([CH3:10])[N:6]3[CH:11]=[C:12]([C:17]([OH:19])=[O:18])[C:13](=[O:16])[C:14]([CH:15]=1)=[C:5]23.[CH3:21][N:22]1[CH2:27][CH2:26][NH:25][CH2:24][CH2:23]1.C(O)(C)C. Product: [CH3:10][C@@H:7]1[N:6]2[C:5]3[C:14]([C:13]([C:12]([C:17]([OH:19])=[O:18])=[CH:11]2)=[O:16])=[CH:15][C:2]([F:1])=[C:3]([N:25]2[CH2:26][CH2:27][N:22]([CH3:21])[CH2:23][CH2:24]2)[C:4]=3[O:9][CH2:8]1. The catalyst class is: 44. (6) Reactant: [CH2:1]([NH2:5])[CH2:2][CH2:3][CH3:4].[C:6]([C:8]1[CH:15]=[CH:14][C:11]([CH2:12]Br)=[CH:10][C:9]=1[F:16])#[N:7]. Product: [CH2:1]([NH:5][CH2:12][C:11]1[CH:14]=[CH:15][C:8]([C:6]#[N:7])=[C:9]([F:16])[CH:10]=1)[CH2:2][CH2:3][CH3:4]. The catalyst class is: 9.